The task is: Predict which catalyst facilitates the given reaction.. This data is from Catalyst prediction with 721,799 reactions and 888 catalyst types from USPTO. (1) Reactant: [CH3:1][C:2]1[CH:7]=[CH:6][C:5]([O:8][CH2:9][C:10]([F:13])([F:12])[F:11])=[CH:4][N+:3]=1[O-].C(=O)([O-])[O-:16].[K+].[K+].O. Product: [F:11][C:10]([F:13])([F:12])[CH2:9][O:8][C:5]1[CH:6]=[CH:7][C:2]([CH2:1][OH:16])=[N:3][CH:4]=1. The catalyst class is: 152. (2) Reactant: [Si]([O:8][CH2:9][C:10]1([CH3:37])[S:16][CH2:15][CH2:14][N:13]2[C:17]([C:20]3([C:23]4[CH:28]=[CH:27][C:26]([C:29]5[CH:30]=[N:31][CH:32]=[CH:33][C:34]=5[O:35][CH3:36])=[CH:25][CH:24]=4)[CH2:22][CH2:21]3)=[N:18][N:19]=[C:12]2[CH2:11]1)(C(C)(C)C)(C)C.Cl. Product: [CH3:36][O:35][C:34]1[CH:33]=[CH:32][N:31]=[CH:30][C:29]=1[C:26]1[CH:25]=[CH:24][C:23]([C:20]2([C:17]3[N:13]4[CH2:14][CH2:15][S:16][C:10]([CH2:9][OH:8])([CH3:37])[CH2:11][C:12]4=[N:19][N:18]=3)[CH2:22][CH2:21]2)=[CH:28][CH:27]=1. The catalyst class is: 5. (3) Reactant: [CH2:1]([O:3][C:4](=[O:31])[CH2:5][N:6]([C:21]([O:23][CH2:24][C:25]1[CH:30]=[CH:29][CH:28]=[CH:27][CH:26]=1)=[O:22])[CH2:7]/[CH:8]=[N:9]/[N:10]1[C:18](=[O:19])[C:17]2[C:12](=[CH:13][CH:14]=[CH:15][CH:16]=2)[C:11]1=[O:20])[CH3:2].C([BH3-])#N.[Na+].C(O)(=O)C. Product: [CH2:1]([O:3][C:4](=[O:31])[CH2:5][N:6]([C:21]([O:23][CH2:24][C:25]1[CH:26]=[CH:27][CH:28]=[CH:29][CH:30]=1)=[O:22])[CH2:7][CH2:8][NH:9][N:10]1[C:18](=[O:19])[C:17]2[C:12](=[CH:13][CH:14]=[CH:15][CH:16]=2)[C:11]1=[O:20])[CH3:2]. The catalyst class is: 210. (4) Reactant: N#N.[C:3]([O:7][C:8](=[O:24])[NH:9][C:10]1[N:11]=[C:12]([CH2:15][N:16]2[CH:20]=[CH:19][C:18]([C:21](=[O:23])[CH3:22])=[N:17]2)[O:13][CH:14]=1)([CH3:6])([CH3:5])[CH3:4].[H-].[Na+].[CH:27]1([C:30]2[S:31][C:32]([C:38]3[CH:43]=[CH:42][CH:41]=[CH:40][CH:39]=3)=[C:33]([C:35](Cl)=[O:36])[N:34]=2)[CH2:29][CH2:28]1. Product: [C:3]([O:7][C:8](=[O:24])[N:9]([C:10]1[N:11]=[C:12]([CH2:15][N:16]2[CH:20]=[CH:19][C:18]([C:21](=[O:23])[CH3:22])=[N:17]2)[O:13][CH:14]=1)[C:35]([C:33]1[N:34]=[C:30]([CH:27]2[CH2:28][CH2:29]2)[S:31][C:32]=1[C:38]1[CH:39]=[CH:40][CH:41]=[CH:42][CH:43]=1)=[O:36])([CH3:6])([CH3:4])[CH3:5]. The catalyst class is: 20. (5) Reactant: Br[C:2]1[C:11]2[C:6](=[CH:7][CH:8]=[C:9]([O:12][CH3:13])[CH:10]=2)[C:5]([Cl:14])=[N:4][CH:3]=1.[Li]CCCC.[CH3:20][O:21]N(C)C=O. Product: [Cl:14][C:5]1[C:6]2[C:11](=[CH:10][C:9]([O:12][CH3:13])=[CH:8][CH:7]=2)[C:2]([CH:20]=[O:21])=[CH:3][N:4]=1. The catalyst class is: 1. (6) Reactant: [CH:1]1([N:5]2[CH2:11][CH2:10][C:9]3[CH:12]=[C:13]([O:16][C:17]4[CH:26]=[CH:25][C:20]([C:21]([NH:23][CH3:24])=[O:22])=[CH:19][N:18]=4)[CH:14]=[CH:15][C:8]=3[CH2:7][CH2:6]2)[CH2:4][CH2:3][CH2:2]1.C([Cl:30])(=O)C.C(OCC)(=O)C. Product: [ClH:30].[CH:1]1([N:5]2[CH2:11][CH2:10][C:9]3[CH:12]=[C:13]([O:16][C:17]4[CH:26]=[CH:25][C:20]([C:21]([NH:23][CH3:24])=[O:22])=[CH:19][N:18]=4)[CH:14]=[CH:15][C:8]=3[CH2:7][CH2:6]2)[CH2:4][CH2:3][CH2:2]1. The catalyst class is: 5. (7) Reactant: ClCCl.[Cl:4][C:5]1[CH:6]=[CH:7][C:8]([NH:26][CH2:27][C:28]2[CH:33]=[CH:32][C:31]([O:34][CH3:35])=[CH:30][C:29]=2[O:36][CH3:37])=[C:9]([CH:11]([C:13]2[CH:18]=[CH:17][CH:16]=[C:15]([O:19][C:20]([F:23])([F:22])[F:21])[C:14]=2[O:24][CH3:25])[OH:12])[CH:10]=1.C(=O)([O-])O.[Na+].Cl/[C:44](=[CH:50]\[C:51](OCC)=[O:52])/[C:45]([O:47][CH2:48][CH3:49])=[O:46]. Product: [Cl:4][C:5]1[CH:6]=[CH:7][C:8]([N:26]([CH2:27][C:28]2[CH:33]=[CH:32][C:31]([O:34][CH3:35])=[CH:30][C:29]=2[O:36][CH3:37])[C:51](=[O:52])/[CH:50]=[CH:44]/[C:45]([O:47][CH2:48][CH3:49])=[O:46])=[C:9]([CH:11]([OH:12])[C:13]2[CH:18]=[CH:17][CH:16]=[C:15]([O:19][C:20]([F:22])([F:21])[F:23])[C:14]=2[O:24][CH3:25])[CH:10]=1. The catalyst class is: 6.